Dataset: Forward reaction prediction with 1.9M reactions from USPTO patents (1976-2016). Task: Predict the product of the given reaction. (1) The product is: [CH3:12][O:13][C:14](=[O:24])[C:15]1[CH:20]=[CH:19][C:18]([O:21][CH3:22])=[C:17]([NH:23][C:29](=[NH:30])[C:28]2[CH:31]=[CH:32][C:33]([F:34])=[C:26]([Cl:25])[CH:27]=2)[CH:16]=1. Given the reactants C1(C)C=CC(S(O)(=O)=O)=CC=1.[CH3:12][O:13][C:14](=[O:24])[C:15]1[CH:20]=[CH:19][C:18]([O:21][CH3:22])=[C:17]([NH2:23])[CH:16]=1.[Cl:25][C:26]1[CH:27]=[C:28]([CH:31]=[CH:32][C:33]=1[F:34])[C:29]#[N:30].C([O-])(O)=O.[Na+], predict the reaction product. (2) Given the reactants [Cl:1][C:2]1[N:3]=[CH:4][C:5]2[NH:11][C:10](=[O:12])[CH2:9][CH2:8][N:7]([CH2:13][CH2:14][O:15][CH3:16])[C:6]=2[N:17]=1.[CH3:18]N(C)C(=O)C.IC.[H-].[Na+], predict the reaction product. The product is: [Cl:1][C:2]1[N:3]=[CH:4][C:5]2[N:11]([CH3:18])[C:10](=[O:12])[CH2:9][CH2:8][N:7]([CH2:13][CH2:14][O:15][CH3:16])[C:6]=2[N:17]=1. (3) Given the reactants [H-].[Na+].[Cl:3][C:4]1[CH:9]=[CH:8][C:7]([C:10]2[NH:11][C:12]3[C:17]([C:18]=2[CH2:19][CH2:20][C:21]([O:23][CH3:24])=[O:22])=[CH:16]C(C(F)(F)F)=[CH:14][CH:13]=3)=[CH:6][CH:5]=1.I[CH3:30].O.[C:32]([O:35][CH2:36]C)(=[O:34])[CH3:33], predict the reaction product. The product is: [Cl:3][C:4]1[CH:9]=[CH:8][C:7]([C:10]2[N:11]([CH3:30])[C:12]3[C:17]([C:18]=2[CH2:19][CH2:20][C:21]([O:23][CH3:24])=[O:22])=[CH:16][C:33]([C:32]([O:35][CH3:36])=[O:34])=[CH:14][CH:13]=3)=[CH:6][CH:5]=1.